From a dataset of M1 muscarinic receptor agonist screen with 61,833 compounds. Binary Classification. Given a drug SMILES string, predict its activity (active/inactive) in a high-throughput screening assay against a specified biological target. (1) The compound is S(=O)(=O)(N(CC(=O)N1CCCCCC1)c1ccccc1)c1ccc(F)cc1. The result is 0 (inactive). (2) The drug is s1c(c(c(c1NC(=O)CSc1ncccn1)C#N)C)C(OCC)=O. The result is 0 (inactive). (3) The molecule is S(Cc1c2c(oc1C(O)=O)cccc2)c1scc(n1)C. The result is 0 (inactive). (4) The compound is S1(=O)(=O)CC(N(C(=O)C2CCCCC2)c2c(OC)cc(OC)cc2)C=C1. The result is 0 (inactive). (5) The drug is O(c1cc2ncn(c2cc1)C)C(=O)c1ccc(cc1)C. The result is 0 (inactive). (6) The drug is S(=O)(=O)(CC(=O)NCCCN(C1CCCCC1)C)Cc1nc(oc1C)c1c(F)cccc1. The result is 0 (inactive). (7) The compound is Clc1c(C(=O)Nc2n(CCCC)c3nc4c(nc3c2C#N)cccc4)cccc1. The result is 1 (active). (8) The drug is O1c2c(OC1)ccc(NC(=O)Cn1c(=O)c3c(cc1)cccc3)c2. The result is 0 (inactive).